From a dataset of HIV replication inhibition screening data with 41,000+ compounds from the AIDS Antiviral Screen. Binary Classification. Given a drug SMILES string, predict its activity (active/inactive) in a high-throughput screening assay against a specified biological target. (1) The drug is O=S1(=O)CC2(N3CCCC3)CCCCC21. The result is 0 (inactive). (2) The molecule is Cc1ccc(C)c(NC(=O)c2cc(-c3ccc([N+](=O)[O-])cc3)nc(N)n2)c1. The result is 0 (inactive). (3) The drug is O=c1[nH]nc(-c2ccccc2)n1N=Cc1ccncc1. The result is 0 (inactive). (4) The molecule is Cc1nc2cc(N)c(Cl)cc2[nH]1. The result is 0 (inactive). (5) The drug is Cn1nc(-c2ccc(Cl)c(Cl)c2)nc2c(=O)n(C)c(=O)nc1-2. The result is 0 (inactive).